Dataset: Peptide-MHC class I binding affinity with 185,985 pairs from IEDB/IMGT. Task: Regression. Given a peptide amino acid sequence and an MHC pseudo amino acid sequence, predict their binding affinity value. This is MHC class I binding data. (1) The peptide sequence is TLLCGAATA. The MHC is HLA-A02:19 with pseudo-sequence HLA-A02:19. The binding affinity (normalized) is 0.820. (2) The MHC is HLA-A03:01 with pseudo-sequence HLA-A03:01. The binding affinity (normalized) is 0.0847. The peptide sequence is LAKSVFNSL. (3) The peptide sequence is VLLTRSPDQ. The MHC is HLA-A02:11 with pseudo-sequence HLA-A02:11. The binding affinity (normalized) is 0.0847. (4) The peptide sequence is RTSKAPLER. The MHC is HLA-B35:01 with pseudo-sequence HLA-B35:01. The binding affinity (normalized) is 0.